From a dataset of Merck oncology drug combination screen with 23,052 pairs across 39 cell lines. Regression. Given two drug SMILES strings and cell line genomic features, predict the synergy score measuring deviation from expected non-interaction effect. (1) Synergy scores: synergy=4.36. Drug 2: NC1(c2ccc(-c3nc4ccn5c(=O)[nH]nc5c4cc3-c3ccccc3)cc2)CCC1. Cell line: VCAP. Drug 1: CN(C)C(=N)N=C(N)N. (2) Drug 1: CC(=O)OC1C(=O)C2(C)C(O)CC3OCC3(OC(C)=O)C2C(OC(=O)c2ccccc2)C2(O)CC(OC(=O)C(O)C(NC(=O)c3ccccc3)c3ccccc3)C(C)=C1C2(C)C. Drug 2: Cn1nnc2c(C(N)=O)ncn2c1=O. Cell line: VCAP. Synergy scores: synergy=-2.61. (3) Drug 1: N#Cc1ccc(Cn2cncc2CN2CCN(c3cccc(Cl)c3)C(=O)C2)cc1. Drug 2: COC1CC2CCC(C)C(O)(O2)C(=O)C(=O)N2CCCCC2C(=O)OC(C(C)CC2CCC(OP(C)(C)=O)C(OC)C2)CC(=O)C(C)C=C(C)C(O)C(OC)C(=O)C(C)CC(C)C=CC=CC=C1C. Cell line: A2780. Synergy scores: synergy=38.9.